From a dataset of Reaction yield outcomes from USPTO patents with 853,638 reactions. Predict the reaction yield, written as a fraction of the theoretical maximum amount of product (1.0 means a 100% yield; for example, 0.34 means a 34% yield). The reactants are [CH:1]1([CH2:4][O:5][C:6]2[CH:11]=[CH:10][CH:9]=[C:8]([OH:12])[C:7]=2[C:13](=[O:15])[CH3:14])[CH2:3][CH2:2]1.C(=O)([O-])[O-].[K+].[K+].[CH3:22][O:23][C:24]1[CH:31]=[CH:30][C:27]([CH2:28]Cl)=[CH:26][CH:25]=1. The catalyst is CC(C)=O.[I-].C([N+](CCCC)(CCCC)CCCC)CCC. The product is [CH:1]1([CH2:4][O:5][C:6]2[CH:11]=[CH:10][CH:9]=[C:8]([O:12][CH2:28][C:27]3[CH:30]=[CH:31][C:24]([O:23][CH3:22])=[CH:25][CH:26]=3)[C:7]=2[C:13](=[O:15])[CH3:14])[CH2:2][CH2:3]1. The yield is 0.890.